This data is from NCI-60 drug combinations with 297,098 pairs across 59 cell lines. The task is: Regression. Given two drug SMILES strings and cell line genomic features, predict the synergy score measuring deviation from expected non-interaction effect. (1) Drug 1: CC12CCC(CC1=CCC3C2CCC4(C3CC=C4C5=CN=CC=C5)C)O. Drug 2: COC1=CC(=CC(=C1O)OC)C2C3C(COC3=O)C(C4=CC5=C(C=C24)OCO5)OC6C(C(C7C(O6)COC(O7)C8=CC=CS8)O)O. Cell line: NCI-H322M. Synergy scores: CSS=-2.32, Synergy_ZIP=-0.991, Synergy_Bliss=-1.49, Synergy_Loewe=-4.58, Synergy_HSA=-2.43. (2) Drug 1: C1=CC(=CC=C1CC(C(=O)O)N)N(CCCl)CCCl.Cl. Drug 2: CCC1(CC2CC(C3=C(CCN(C2)C1)C4=CC=CC=C4N3)(C5=C(C=C6C(=C5)C78CCN9C7C(C=CC9)(C(C(C8N6C)(C(=O)OC)O)OC(=O)C)CC)OC)C(=O)OC)O.OS(=O)(=O)O. Cell line: OVCAR-8. Synergy scores: CSS=21.8, Synergy_ZIP=-9.54, Synergy_Bliss=-11.6, Synergy_Loewe=-30.3, Synergy_HSA=-12.2. (3) Drug 1: C1=CC(=C2C(=C1NCCNCCO)C(=O)C3=C(C=CC(=C3C2=O)O)O)NCCNCCO. Drug 2: CN(C)C1=NC(=NC(=N1)N(C)C)N(C)C. Cell line: HCT-15. Synergy scores: CSS=44.2, Synergy_ZIP=-5.01, Synergy_Bliss=-8.18, Synergy_Loewe=-72.3, Synergy_HSA=-9.92. (4) Drug 1: CC1=C(C=C(C=C1)NC2=NC=CC(=N2)N(C)C3=CC4=NN(C(=C4C=C3)C)C)S(=O)(=O)N.Cl. Drug 2: C1=NC(=NC(=O)N1C2C(C(C(O2)CO)O)O)N. Cell line: HCT116. Synergy scores: CSS=13.9, Synergy_ZIP=-0.0333, Synergy_Bliss=4.36, Synergy_Loewe=-13.9, Synergy_HSA=3.50.